From a dataset of Catalyst prediction with 721,799 reactions and 888 catalyst types from USPTO. Predict which catalyst facilitates the given reaction. (1) Reactant: FC1C=C2C(=CC=1)N=C(C(NC(=O)OC(C)(C)C)C)C(C1C=CC=CN=1)=C2C1C(C)=CC=CN=1.FC(F)(F)C(O)=O.NC1C(C#N)=C(Cl)N=CN=1.C(N(C(C)C)CC)(C)C.[NH2:61][C:62]1[C:67]([C:68]#[N:69])=[C:66]([NH:70][C@H:71]([C:73]2[C:82]([C:83]3[CH:88]=[CH:87][CH:86]=[CH:85][N:84]=3)=[C:81]([C:89]3[C:94]([CH3:95])=[CH:93][CH:92]=[CH:91][N:90]=3)[C:80]3[C:75](=[CH:76][CH:77]=[C:78]([F:96])[CH:79]=3)[N:74]=2)[CH3:72])[N:65]=[CH:64][N:63]=1. Product: [NH2:61][C:62]1[C:67]([C:68]#[N:69])=[C:66]([NH:70][CH:71]([C:73]2[C:82]([C:83]3[CH:88]=[CH:87][CH:86]=[CH:85][N:84]=3)=[C:81]([C:89]3[C:94]([CH3:95])=[CH:93][CH:92]=[CH:91][N:90]=3)[C:80]3[C:75](=[CH:76][CH:77]=[C:78]([F:96])[CH:79]=3)[N:74]=2)[CH3:72])[N:65]=[CH:64][N:63]=1. The catalyst class is: 2. (2) Reactant: [N+:1]([C:4]1[CH:9]=[CH:8][CH:7]=[CH:6][C:5]=1[S:10](Cl)(=[O:12])=[O:11])([O-:3])=[O:2].[CH3:14][OH:15].C[O-].[Na+].Cl. Product: [CH3:14][O:15][S:10]([C:5]1[CH:6]=[CH:7][CH:8]=[CH:9][C:4]=1[N+:1]([O-:3])=[O:2])(=[O:11])=[O:12]. The catalyst class is: 6. (3) Reactant: Cl[C:2]1[C:7]([O:8][C:9]2[CH:14]=[CH:13][CH:12]=[CH:11][C:10]=2[O:15][CH3:16])=[C:6]([Cl:17])[N:5]=[C:4]([C:18]2[N:23]=[CH:22][CH:21]=[CH:20][N:19]=2)[N:3]=1.[K+].[CH:25]([C:28]1[CH:29]=[CH:30][C:31]([S:34]([NH-:37])(=[O:36])=[O:35])=[N:32][CH:33]=1)([CH3:27])[CH3:26]. Product: [CH:25]([C:28]1[CH:29]=[CH:30][C:31]([S:34]([NH:37][C:2]2[C:7]([O:8][C:9]3[CH:14]=[CH:13][CH:12]=[CH:11][C:10]=3[O:15][CH3:16])=[C:6]([Cl:17])[N:5]=[C:4]([C:18]3[N:23]=[CH:22][CH:21]=[CH:20][N:19]=3)[N:3]=2)(=[O:36])=[O:35])=[N:32][CH:33]=1)([CH3:27])[CH3:26]. The catalyst class is: 16. (4) Reactant: [N:1]1[C:10]2[NH:9][C:8]3[CH:11]=[C:12]([CH2:15][C:16]#[N:17])[CH:13]=[CH:14][C:7]=3[S:6][C:5]=2[N:4]=[CH:3][CH:2]=1.[CH3:18][OH:19].[ClH:20]. Product: [ClH:20].[CH3:18][O:19][C:16](=[NH:17])[CH2:15][C:12]1[CH:13]=[CH:14][C:7]2[S:6][C:5]3[N:4]=[CH:3][CH:2]=[N:1][C:10]=3[NH:9][C:8]=2[CH:11]=1. The catalyst class is: 4. (5) Reactant: F[P-](F)(F)(F)(F)F.ClC(N(C)C)=[N+](C)C.[Br:16][C:17]1[CH:25]=[CH:24][C:20]([C:21]([OH:23])=O)=[CH:19][C:18]=1[CH3:26].C(N(CC)C(C)C)(C)C.[C:36]([O:40][C:41]([N:43]1[CH2:48][CH2:47][CH:46]([NH:49][CH:50]2[CH2:52][CH2:51]2)[CH2:45][CH2:44]1)=[O:42])([CH3:39])([CH3:38])[CH3:37]. Product: [C:36]([O:40][C:41]([N:43]1[CH2:48][CH2:47][CH:46]([N:49]([C:21](=[O:23])[C:20]2[CH:24]=[CH:25][C:17]([Br:16])=[C:18]([CH3:26])[CH:19]=2)[CH:50]2[CH2:51][CH2:52]2)[CH2:45][CH2:44]1)=[O:42])([CH3:39])([CH3:37])[CH3:38]. The catalyst class is: 7. (6) Reactant: C(N(CC)CC)C.[C:8]([N:15]1[CH:19]=[CH:18]N=C1)(N1C=CN=C1)=[S:9].NC1C=[CH:28][C:24]([C:25]([OH:27])=[O:26])=[C:23]([Cl:30])[CH:22]=1.Cl. Product: [N:15]([C:19]1[CH:18]=[CH:28][C:24]([C:25]([OH:27])=[O:26])=[C:23]([Cl:30])[CH:22]=1)=[C:8]=[S:9]. The catalyst class is: 232. (7) Reactant: [CH2:1]([C@H:8]1[CH2:12][O:11][C:10](=[O:13])[N:9]1[C:14](=[O:29])[CH2:15][CH2:16][C:17]1[CH:22]=[CH:21][C:20]([C:23]2[CH:28]=[CH:27][CH:26]=[CH:25][CH:24]=2)=[CH:19][CH:18]=1)[C:2]1[CH:7]=[CH:6][CH:5]=[CH:4][CH:3]=1.Br[CH2:31][C:32]([O:34][C:35]([CH3:38])([CH3:37])[CH3:36])=[O:33]. Product: [CH2:1]([C@H:8]1[CH2:12][O:11][C:10](=[O:13])[N:9]1[C:14](=[O:29])[C@H:15]([CH2:16][C:17]1[CH:18]=[CH:19][C:20]([C:23]2[CH:28]=[CH:27][CH:26]=[CH:25][CH:24]=2)=[CH:21][CH:22]=1)[CH2:31][C:32]([O:34][C:35]([CH3:38])([CH3:37])[CH3:36])=[O:33])[C:2]1[CH:3]=[CH:4][CH:5]=[CH:6][CH:7]=1. The catalyst class is: 1. (8) Reactant: O[C:2]1[CH:7]=[C:6]([C:8]([F:11])([F:10])[F:9])[CH:5]=[CH:4][C:3]=1[NH:12][C:13](=[O:20])[C:14]1[CH:19]=[CH:18][N:17]=[CH:16][CH:15]=1.C(Cl)(Cl)(Cl)Cl.C1(P(C2C=CC=CC=2)C2C=CC=CC=2)C=CC=CC=1.C(N(CC)CC)C. Product: [N:17]1[CH:16]=[CH:15][C:14]([C:13]2[O:20][C:2]3[CH:7]=[C:6]([C:8]([F:9])([F:10])[F:11])[CH:5]=[CH:4][C:3]=3[N:12]=2)=[CH:19][CH:18]=1. The catalyst class is: 6.